Dataset: Reaction yield outcomes from USPTO patents with 853,638 reactions. Task: Predict the reaction yield, written as a fraction of the theoretical maximum amount of product (1.0 means a 100% yield; for example, 0.34 means a 34% yield). (1) The reactants are [N:1]([C@@H:4]1[CH2:9][CH2:8][N:7]([C:10]([O:12][CH2:13][C:14]2[CH:19]=[CH:18][CH:17]=[CH:16][CH:15]=2)=[O:11])[CH2:6][C@H:5]1[NH:20][S:21]([CH3:24])(=[O:23])=[O:22])=[N+]=[N-].C1C=CC(P(C2C=CC=CC=2)C2C=CC=CC=2)=CC=1. The catalyst is C1COCC1.O. The product is [NH2:1][C@@H:4]1[CH2:9][CH2:8][N:7]([C:10]([O:12][CH2:13][C:14]2[CH:19]=[CH:18][CH:17]=[CH:16][CH:15]=2)=[O:11])[CH2:6][C@H:5]1[NH:20][S:21]([CH3:24])(=[O:23])=[O:22]. The yield is 1.00. (2) The reactants are [CH3:1][O:2][CH:3]([O:6][CH3:7])[CH2:4]Cl.[C:8]([O-:16])(=[O:15])[C:9]1[CH:14]=[CH:13][CH:12]=[CH:11][CH:10]=1.[K+].[I-].[K+].CN(C)C=O. The catalyst is C(OCC)(=O)C.O. The product is [CH3:1][O:2][CH:3]([O:6][CH3:7])[CH2:4][O:16][C:8](=[O:15])[C:9]1[CH:14]=[CH:13][CH:12]=[CH:11][CH:10]=1. The yield is 0.720. (3) The product is [CH2:3]([O:5][C:6]([C:8]1[S:12][CH:11]=[N:10][C:9]=1[SH:13])=[O:7])[CH3:4]. The catalyst is CO. The yield is 1.00. The reactants are [OH-].[Na+].[CH2:3]([O:5][C:6]([C:8]1[S:12][CH:11]=[N:10][C:9]=1[S:13]CCC(OC)=O)=[O:7])[CH3:4]. (4) The reactants are [CH3:1][CH:2]([CH3:26])[CH2:3][CH:4]([NH:15][C:16]1[CH:25]=[CH:24][C:19]([C:20]([O:22]C)=[O:21])=[CH:18][CH:17]=1)[C:5]1[O:6][C:7]2[CH:14]=[CH:13][CH:12]=[CH:11][C:8]=2[C:9]=1[CH3:10].O1CCCC1.[OH-].[Na+]. The catalyst is C(O)C. The product is [CH3:1][CH:2]([CH3:26])[CH2:3][CH:4]([NH:15][C:16]1[CH:17]=[CH:18][C:19]([C:20]([OH:22])=[O:21])=[CH:24][CH:25]=1)[C:5]1[O:6][C:7]2[CH:14]=[CH:13][CH:12]=[CH:11][C:8]=2[C:9]=1[CH3:10]. The yield is 0.800. (5) The catalyst is C(Cl)Cl. The reactants are [NH2:1][C:2]([CH3:6])([CH3:5])[CH2:3][OH:4].[CH3:7][C:8]([CH3:10])=O. The product is [CH3:7][C:8]1([CH3:10])[NH:1][C:2]([CH3:6])([CH3:5])[CH2:3][O:4]1. The yield is 0.775. (6) The reactants are CN(C=O)C.CO[C:8](=[O:19])[C:9]1[CH:14]=[C:13]([N+:15]([O-:17])=[O:16])[CH:12]=[N:11][C:10]=1Cl.[C:20]([O:24][CH3:25])(=[O:23])[CH2:21][SH:22].C(=O)([O-])[O-].[K+].[K+]. The catalyst is O. The product is [CH3:25][O:24][C:20]([C:21]1[S:22][C:10]2=[N:11][CH:12]=[C:13]([N+:15]([O-:17])=[O:16])[CH:14]=[C:9]2[C:8]=1[OH:19])=[O:23]. The yield is 0.760.